This data is from Forward reaction prediction with 1.9M reactions from USPTO patents (1976-2016). The task is: Predict the product of the given reaction. (1) Given the reactants [Cl:1][CH2:2][CH2:3][CH2:4][N:5]1[C:14]2[C:9](=[CH:10][CH:11]=[C:12]([CH3:15])[CH:13]=2)[CH2:8][CH2:7][C:6]1=[O:16].C(C1C(=O)C(Cl)=C(Cl)C(=O)C=1C#N)#N.O1CCOCC1, predict the reaction product. The product is: [Cl:1][CH2:2][CH2:3][CH2:4][N:5]1[C:14]2[C:9](=[CH:10][CH:11]=[C:12]([CH3:15])[CH:13]=2)[CH:8]=[CH:7][C:6]1=[O:16]. (2) Given the reactants [CH3:1][O:2][C:3]1[N:11]=[C:10]([N:12]2[CH2:17][CH2:16][N:15]([C:18](=[O:29])[C:19]3[CH:24]=[CH:23][CH:22]=[CH:21][C:20]=3[C:25]([F:28])([F:27])[F:26])[CH2:14][CH2:13]2)[CH:9]=[CH:8][C:4]=1[C:5](O)=[O:6].C(N(C(C)C)CC)(C)C.O.O[N:41]1[C:45]2[CH:46]=[CH:47][CH:48]=[CH:49]C=2N=N1.CCN=C=NCCCN(C)C.Cl.C1(CCN)CC1, predict the reaction product. The product is: [CH:47]1([CH2:46][CH2:45][NH:41][C:5](=[O:6])[C:4]2[CH:8]=[CH:9][C:10]([N:12]3[CH2:13][CH2:14][N:15]([C:18](=[O:29])[C:19]4[CH:24]=[CH:23][CH:22]=[CH:21][C:20]=4[C:25]([F:28])([F:27])[F:26])[CH2:16][CH2:17]3)=[N:11][C:3]=2[O:2][CH3:1])[CH2:48][CH2:49]1. (3) Given the reactants C[O:2][CH:3](OC)[CH2:4][CH2:5][CH2:6][N:7]1[CH2:11][CH2:10][N:9]([OH:12])[C:8]1=[O:13].Cl.C([O-])([O-])=O.[Na+].[Na+], predict the reaction product. The product is: [OH:12][N:9]1[CH2:10][CH2:11][N:7]([CH2:6][CH2:5][CH2:4][CH:3]=[O:2])[C:8]1=[O:13]. (4) Given the reactants [CH3:1][CH:2]([CH2:4][CH2:5][CH2:6][C@H:7]([C@@H:9]1[C@:27]2([CH3:28])[C@H:12]([C@H:13]3[C@H:24]([CH2:25][CH2:26]2)[C@:22]2([CH3:23])[C:16]([CH2:17][C@H:18]([CH2:20][CH2:21]2)[OH:19])=[CH:15][CH2:14]3)[CH2:11][CH2:10]1)[CH3:8])[CH3:3].[Br:29][CH2:30][C:31](O)=[O:32], predict the reaction product. The product is: [Br:29][CH2:30][C:31]([CH2:3][CH:2]([CH2:4][CH2:5][CH2:6][C@H:7]([C@@H:9]1[C@:27]2([CH3:28])[C@H:12]([C@H:13]3[C@H:24]([CH2:25][CH2:26]2)[C@:22]2([CH3:23])[C:16]([CH2:17][C@H:18]([CH2:20][CH2:21]2)[OH:19])=[CH:15][CH2:14]3)[CH2:11][CH2:10]1)[CH3:8])[CH3:1])=[O:32]. (5) Given the reactants C(=O)([O-])[O-].[K+].[K+].Br[CH2:8][C:9]1[CH:21]=[CH:20][C:19]([C:22]([F:25])([F:24])[F:23])=[CH:18][C:10]=1[C:11]([O:13][C:14]([CH3:17])([CH3:16])[CH3:15])=[O:12].[I:26][C:27]1[CH:32]=[CH:31][C:30]([OH:33])=[CH:29][CH:28]=1.O, predict the reaction product. The product is: [I:26][C:27]1[CH:32]=[CH:31][C:30]([O:33][CH2:8][C:9]2[CH:21]=[CH:20][C:19]([C:22]([F:25])([F:24])[F:23])=[CH:18][C:10]=2[C:11]([O:13][C:14]([CH3:17])([CH3:16])[CH3:15])=[O:12])=[CH:29][CH:28]=1. (6) Given the reactants [CH2:1]([O:8][C:9]1[CH:14]=[CH:13][C:12]([C:15](=O)/[CH:16]=[CH:17]/N(C)C)=[CH:11][CH:10]=1)[C:2]1[CH:7]=[CH:6][CH:5]=[CH:4][CH:3]=1.[NH2:22][C:23]([NH2:25])=[S:24].[O-][CH2:27]C.[Na+].IC, predict the reaction product. The product is: [CH2:1]([O:8][C:9]1[CH:10]=[CH:11][C:12]([C:15]2[CH:16]=[CH:17][N:25]=[C:23]([S:24][CH3:27])[N:22]=2)=[CH:13][CH:14]=1)[C:2]1[CH:3]=[CH:4][CH:5]=[CH:6][CH:7]=1. (7) Given the reactants [CH3:1][C:2]1[C:3]([NH:8][C@@H:9]2[CH2:14][CH2:13][CH2:12][N:11]([C:15]([O:17][C:18]([CH3:21])([CH3:20])[CH3:19])=[O:16])[CH2:10]2)=[N:4][CH:5]=[CH:6][CH:7]=1.[Br:22][C:23]1[CH:31]=[CH:30][C:26]([C:27](Cl)=[O:28])=[CH:25][CH:24]=1.C[Si]([N-][Si](C)(C)C)(C)C.[Li+], predict the reaction product. The product is: [Br:22][C:23]1[CH:31]=[CH:30][C:26]([C:27]([N:8]([C:3]2[C:2]([CH3:1])=[CH:7][CH:6]=[CH:5][N:4]=2)[C@@H:9]2[CH2:14][CH2:13][CH2:12][N:11]([C:15]([O:17][C:18]([CH3:21])([CH3:20])[CH3:19])=[O:16])[CH2:10]2)=[O:28])=[CH:25][CH:24]=1.